Dataset: Forward reaction prediction with 1.9M reactions from USPTO patents (1976-2016). Task: Predict the product of the given reaction. (1) Given the reactants [NH2:1][CH2:2][C:3]([CH3:7])([CH3:6])[CH2:4][OH:5].[CH:8]1([NH:11][C:12]([C:14]2[CH:15]=[CH:16][C:17]([CH3:33])=[C:18]([NH:20][C:21](=[O:32])[C:22]3[CH:27]=[C:26](F)[CH:25]=[CH:24][C:23]=3[N+:29]([O-:31])=[O:30])[CH:19]=2)=[O:13])[CH2:10][CH2:9]1, predict the reaction product. The product is: [CH:8]1([NH:11][C:12]([C:14]2[CH:15]=[CH:16][C:17]([CH3:33])=[C:18]([NH:20][C:21](=[O:32])[C:22]3[CH:27]=[C:26]([NH:1][CH2:2][C:3]([CH3:7])([CH3:6])[CH2:4][OH:5])[CH:25]=[CH:24][C:23]=3[N+:29]([O-:31])=[O:30])[CH:19]=2)=[O:13])[CH2:10][CH2:9]1. (2) Given the reactants [Cl:1][C:2]1[CH:3]=[C:4]([CH2:8][CH2:9][N:10]([CH2:18][CH2:19][CH2:20][O:21][CH2:22][CH2:23][OH:24])[C:11](=[O:17])[O:12][C:13]([CH3:16])([CH3:15])[CH3:14])[CH:5]=[CH:6][CH:7]=1.C(N(CC)CC)C.[CH3:32][C:33]1[CH:38]=[CH:37][C:36]([S:39](Cl)(=[O:41])=[O:40])=[CH:35][CH:34]=1, predict the reaction product. The product is: [CH3:32][C:33]1[CH:38]=[CH:37][C:36]([S:39]([O:24][CH2:23][CH2:22][O:21][CH2:20][CH2:19][CH2:18][N:10]([C:11]([O:12][C:13]([CH3:14])([CH3:15])[CH3:16])=[O:17])[CH2:9][CH2:8][C:4]2[CH:5]=[CH:6][CH:7]=[C:2]([Cl:1])[CH:3]=2)(=[O:41])=[O:40])=[CH:35][CH:34]=1. (3) Given the reactants [CH:1]1([NH2:4])[CH2:3][CH2:2]1.[CH3:5][C:6]1[CH:7]=[C:8]([CH:11]=[CH:12][CH:13]=1)[CH:9]=O, predict the reaction product. The product is: [CH:1]1([NH:4][CH2:5][C:6]2[CH:13]=[CH:12][CH:11]=[C:8]([CH3:9])[CH:7]=2)[CH2:3][CH2:2]1. (4) Given the reactants CN1[CH:6]=[C:5]([C:7]2[CH:12]=[CH:11][N:10]=[CH:9][CH:8]=2)[C:4]([C:13]2[CH:30]=[CH:29][C:16]([O:17][CH2:18][C:19]3[CH:28]=[CH:27][C:26]4[C:21](=[CH:22][CH:23]=[CH:24][CH:25]=4)[N:20]=3)=[CH:15][CH:14]=2)=N1.[CH2:31]([NH:33][NH2:34])[CH3:32], predict the reaction product. The product is: [CH2:31]([N:33]1[C:4]([C:13]2[CH:30]=[CH:29][C:16]([O:17][CH2:18][C:19]3[CH:28]=[CH:27][C:26]4[C:21](=[CH:22][CH:23]=[CH:24][CH:25]=4)[N:20]=3)=[CH:15][CH:14]=2)=[C:5]([C:7]2[CH:8]=[CH:9][N:10]=[CH:11][CH:12]=2)[CH:6]=[N:34]1)[CH3:32]. (5) Given the reactants [CH2:1]([C:8]1[CH:9]=[N:10][C:11]2[C:16]([C:17]=1[C:18]1[CH:19]=[C:20]([NH2:24])[CH:21]=[CH:22][CH:23]=1)=[CH:15][CH:14]=[CH:13][C:12]=2[C:25]([F:28])([F:27])[F:26])[C:2]1[CH:7]=[CH:6][CH:5]=[CH:4][CH:3]=1.[N:29]1[C:38]2[C:33](=[CH:34][CH:35]=[CH:36][CH:37]=2)[CH:32]=[C:31]([CH:39]=O)[CH:30]=1, predict the reaction product. The product is: [CH2:1]([C:8]1[CH:9]=[N:10][C:11]2[C:16]([C:17]=1[C:18]1[CH:19]=[C:20]([NH:24][CH2:39][C:31]3[CH:30]=[N:29][C:38]4[C:33]([CH:32]=3)=[CH:34][CH:35]=[CH:36][CH:37]=4)[CH:21]=[CH:22][CH:23]=1)=[CH:15][CH:14]=[CH:13][C:12]=2[C:25]([F:28])([F:26])[F:27])[C:2]1[CH:3]=[CH:4][CH:5]=[CH:6][CH:7]=1. (6) The product is: [O:1]1[CH:5]=[CH:4][CH:3]=[C:2]1[CH2:6][N:7]1[C:15]([C:16]2[CH:17]=[CH:18][C:19]([CH2:20][OH:21])=[CH:24][CH:25]=2)=[C:14]2[C:9]([CH:10]=[CH:11][CH:12]=[CH:13]2)=[N:8]1. Given the reactants [O:1]1[CH:5]=[CH:4][CH:3]=[C:2]1[CH2:6][N:7]1[C:15]([C:16]2[CH:25]=[CH:24][C:19]([C:20](OC)=[O:21])=[CH:18][CH:17]=2)=[C:14]2[C:9]([CH:10]=[CH:11][CH:12]=[CH:13]2)=[N:8]1.[Cl-].[Ca+2].[Cl-].[BH4-].[Na+].C(N1C(C2C=CC(CO)=CC=2)=C2C(C=CC=C2)=N1)C1C=CC=CC=1, predict the reaction product.